The task is: Predict which catalyst facilitates the given reaction.. This data is from Catalyst prediction with 721,799 reactions and 888 catalyst types from USPTO. Reactant: S(Cl)(Cl)=O.[F:5][C:6]1[CH:11]=[CH:10][C:9]([CH2:12][C:13]([OH:15])=O)=[CH:8][CH:7]=1.[S-:16][C:17]#[N:18].[K+].[NH2:20][C:21]1[CH:41]=[CH:40][C:24]([O:25][C:26]2[CH:31]=[CH:30][N:29]=[C:28]([NH:32][C:33]([N:35]3[CH2:39][CH2:38][CH2:37][CH2:36]3)=[O:34])[CH:27]=2)=[C:23]([F:42])[CH:22]=1. Product: [F:42][C:23]1[CH:22]=[C:21]([NH:20][C:17]([NH:18][C:13](=[O:15])[CH2:12][C:9]2[CH:8]=[CH:7][C:6]([F:5])=[CH:11][CH:10]=2)=[S:16])[CH:41]=[CH:40][C:24]=1[O:25][C:26]1[CH:31]=[CH:30][N:29]=[C:28]([NH:32][C:33]([N:35]2[CH2:36][CH2:37][CH2:38][CH2:39]2)=[O:34])[CH:27]=1. The catalyst class is: 753.